This data is from Catalyst prediction with 721,799 reactions and 888 catalyst types from USPTO. The task is: Predict which catalyst facilitates the given reaction. (1) Reactant: [Cl:1][C:2]1[CH:3]=[CH:4][N:5]2[C:10]=1[C:9](=[O:11])[N:8]([C:12]1[CH:17]=[CH:16][CH:15]=[CH:14][CH:13]=1)[C:7]([C@@H:18]1[CH2:22][CH2:21][CH2:20][N:19]1[C:23]1[N:28]3[N:29]=[CH:30][CH:31]=[C:27]3[N:26]=[C:25](S(C)(=O)=O)[N:24]=1)=[N:6]2.[NH3:36]. Product: [NH2:36][C:25]1[N:24]=[C:23]([N:19]2[CH2:20][CH2:21][CH2:22][C@H:18]2[C:7]2[N:8]([C:12]3[CH:17]=[CH:16][CH:15]=[CH:14][CH:13]=3)[C:9](=[O:11])[C:10]3=[C:2]([Cl:1])[CH:3]=[CH:4][N:5]3[N:6]=2)[N:28]2[N:29]=[CH:30][CH:31]=[C:27]2[N:26]=1. The catalyst class is: 36. (2) Reactant: [NH2:1][C:2]1[N:7]=[C:6]([OH:8])[CH:5]=[CH:4][C:3]=1[Br:9].[OH-].[K+].[CH3:12]OS(OC)(=O)=O. Product: [Br:9][C:3]1[C:2]([NH2:1])=[N:7][C:6]([O:8][CH3:12])=[CH:5][CH:4]=1. The catalyst class is: 21. (3) Reactant: C(O[C:4]1[CH:5]=[C:6]2[C:11](=[CH:12][C:13]=1[S:14](Cl)(=[O:16])=[O:15])[CH2:10][N:9]([C:18](=O)[C:19](F)(F)F)[CH2:8][CH2:7]2)C.[F-:24].[K+].C(=O)(O)[O-].[Na+]. Product: [F:24][C:4]1[CH:5]=[CH:6][C:11]([S:14]([C:13]2[C:4]([N:9]([CH3:10])[CH3:8])=[CH:5][C:6]3[CH2:7][CH2:8][N:9]([CH3:10])[CH2:18][CH2:19][C:11]=3[CH:12]=2)(=[O:15])=[O:16])=[CH:12][CH:13]=1. The catalyst class is: 10. (4) Reactant: Cl.[CH2:2]([O:4][C:5](=[O:20])[C:6]1[CH:11]=[CH:10][C:9]([O:12][CH2:13][CH2:14][CH2:15][NH2:16])=[C:8]([N+:17]([O-:19])=[O:18])[CH:7]=1)[CH3:3].[Cl:21][C:22]1[CH:30]=[CH:29][C:25]([C:26](Cl)=[O:27])=[CH:24][CH:23]=1.C(N(C(C)C)CC)(C)C. Product: [CH2:2]([O:4][C:5](=[O:20])[C:6]1[CH:11]=[CH:10][C:9]([O:12][CH2:13][CH2:14][CH2:15][NH:16][C:26](=[O:27])[C:25]2[CH:29]=[CH:30][C:22]([Cl:21])=[CH:23][CH:24]=2)=[C:8]([N+:17]([O-:19])=[O:18])[CH:7]=1)[CH3:3]. The catalyst class is: 4. (5) Reactant: [CH2:1]([O:3][C:4]([C:6]1[S:7][C:8](S(C)(=O)=O)=[C:9]2[C:17]3[N:16]([CH3:18])[N:15]=[CH:14][C:13]=3[CH2:12][CH2:11][C:10]=12)=[O:5])[CH3:2].[CH2:23]([OH:26])[CH2:24][CH3:25].[H-].[Na+].Cl. Product: [CH3:18][N:16]1[C:17]2[C:9]3=[C:8]([O:26][CH2:23][CH2:24][CH3:25])[S:7][C:6]([C:4]([O:3][CH2:1][CH3:2])=[O:5])=[C:10]3[CH2:11][CH2:12][C:13]=2[CH:14]=[N:15]1. The catalyst class is: 1. (6) Reactant: [Cl:1][C:2]1[C:7]([CH2:8][CH3:9])=[CH:6][CH:5]=[C:4]([Cl:10])[C:3]=1[CH2:11][OH:12].O[C:14]1[CH:19]=[CH:18][C:17]2[C:20]3([CH2:36][O:37][C:16]=2[CH:15]=1)[CH2:25][CH2:24][N:23]([CH2:26][CH:27]([CH3:35])[C:28]([O:30][C:31]([CH3:34])([CH3:33])[CH3:32])=[O:29])[CH2:22][CH2:21]3.C1(P(C2C=CC=CC=2)C2C=CC=CC=2)C=CC=CC=1.CC(OC(/N=N/C(OC(C)C)=O)=O)C. Product: [Cl:1][C:2]1[C:7]([CH2:8][CH3:9])=[CH:6][CH:5]=[C:4]([Cl:10])[C:3]=1[CH2:11][O:12][C:14]1[CH:19]=[CH:18][C:17]2[C:20]3([CH2:36][O:37][C:16]=2[CH:15]=1)[CH2:25][CH2:24][N:23]([CH2:26][CH:27]([CH3:35])[C:28]([O:30][C:31]([CH3:32])([CH3:34])[CH3:33])=[O:29])[CH2:22][CH2:21]3. The catalyst class is: 4. (7) Reactant: [OH:1][CH2:2][CH2:3][NH:4][C:5]([C:7]1[S:11][C:10]([O:12][C:13]2[CH:14]=[C:15]3[C:20](=[CH:21][CH:22]=2)[O:19][C@H:18]([C:23]2[CH:28]=[CH:27][CH:26]=[CH:25][C:24]=2[CH3:29])[CH2:17][CH2:16]3)=[N:9][CH:8]=1)=[O:6].N1C=NN=N1.[CH2:35]([O:42][P:43](N(C(C)C)C(C)C)[O:44][CH2:45][C:46]1[CH:51]=[CH:50][CH:49]=[CH:48][CH:47]=1)[C:36]1[CH:41]=[CH:40][CH:39]=[CH:38][CH:37]=1.ClC1C=CC=C(C(OO)=[O:67])C=1. Product: [C:24]1([CH3:29])[CH:25]=[CH:26][CH:27]=[CH:28][C:23]=1[C@@H:18]1[CH2:17][CH2:16][C:15]2[C:20](=[CH:21][CH:22]=[C:13]([O:12][C:10]3[S:11][C:7]([C:5]([NH:4][CH2:3][CH2:2][O:1][P:43](=[O:67])([O:42][CH2:35][C:36]4[CH:37]=[CH:38][CH:39]=[CH:40][CH:41]=4)[O:44][CH2:45][C:46]4[CH:47]=[CH:48][CH:49]=[CH:50][CH:51]=4)=[O:6])=[CH:8][N:9]=3)[CH:14]=2)[O:19]1. The catalyst class is: 545. (8) Reactant: FC(F)(F)S(O[C:7]1[CH:16]=[CH:15][C:14]2[C:9](=[CH:10][CH:11]=[CH:12][CH:13]=2)[C:8]=1[N+:17]([O-:19])=[O:18])(=O)=O.[C:22]1([C:28]#[C:29][C:30]2[CH:36]=[CH:35][C:33]([NH2:34])=[CH:32][CH:31]=2)[CH:27]=[CH:26][CH:25]=[CH:24][CH:23]=1.C1(P(C2C=CC=CC=2)C2C=CC=CC=2)C=CC=CC=1.C1(P(C2C=CC=CC=2)C2C3OC4C(=CC=CC=4P(C4C=CC=CC=4)C4C=CC=CC=4)C(C)(C)C=3C=CC=2)C=CC=CC=1.C(=O)([O-])[O-].[K+].[K+]. Product: [N+:17]([C:8]1[C:9]2[C:14](=[CH:13][CH:12]=[CH:11][CH:10]=2)[CH:15]=[CH:16][C:7]=1[NH:34][C:33]1[CH:32]=[CH:31][C:30]([CH:29]=[CH:28][C:22]2[CH:23]=[CH:24][CH:25]=[CH:26][CH:27]=2)=[CH:36][CH:35]=1)([O-:19])=[O:18]. The catalyst class is: 164. (9) Reactant: [CH2:1]([C:8]1[N:12]=[C:11]([C:13]([OH:15])=O)[O:10][N:9]=1)[C:2]1[CH:7]=[CH:6][CH:5]=[CH:4][CH:3]=1.[C:16]([O:20][C:21](=[O:33])[NH:22][C:23]1[CH:28]=[C:27]([CH3:29])[C:26]([CH2:30][NH2:31])=[C:25]([CH3:32])[N:24]=1)([CH3:19])([CH3:18])[CH3:17].CN(C(ON1N=NC2C=CC=NC1=2)=[N+](C)C)C.F[P-](F)(F)(F)(F)F.CCN(C(C)C)C(C)C. Product: [C:16]([O:20][C:21](=[O:33])[NH:22][C:23]1[CH:28]=[C:27]([CH3:29])[C:26]([CH2:30][NH:31][C:13]([C:11]2[O:10][N:9]=[C:8]([CH2:1][C:2]3[CH:3]=[CH:4][CH:5]=[CH:6][CH:7]=3)[N:12]=2)=[O:15])=[C:25]([CH3:32])[N:24]=1)([CH3:19])([CH3:18])[CH3:17]. The catalyst class is: 3. (10) Reactant: CC1C=CC(S([O:11][CH2:12][C:13](O)([CH2:18][O:19][S:20]([C:23]2[CH:28]=[CH:27][C:26]([CH3:29])=[CH:25][CH:24]=2)(=[O:22])=[O:21])[C:14]([F:17])([F:16])[F:15])(=O)=O)=CC=1.C(=O)([O-])[O-]. Product: [CH3:29][C:26]1[CH:27]=[CH:28][C:23]([S:20]([O:19][CH2:18][C:13]2([C:14]([F:17])([F:16])[F:15])[CH2:12][O:11]2)(=[O:22])=[O:21])=[CH:24][CH:25]=1. The catalyst class is: 4.